Dataset: Catalyst prediction with 721,799 reactions and 888 catalyst types from USPTO. Task: Predict which catalyst facilitates the given reaction. (1) Reactant: [OH:1][CH:2]([CH2:6][NH:7][C:8]1[N:13]=[C:12]([NH:14][C:15]2[N:20]=[CH:19][C:18]3[N:21]=[C:22]([CH3:27])[N:23]([CH:24]([CH3:26])[CH3:25])[C:17]=3[CH:16]=2)[CH:11]=[CH:10][N:9]=1)[C:3]([OH:5])=O.[NH4+].[N:29]1(O)C2C=CC=CC=2N=N1.C(N(CC)C(C)C)(C)C.Cl.CN(C)CCCN=C=NCC. Product: [OH:1][CH:2]([CH2:6][NH:7][C:8]1[N:13]=[C:12]([NH:14][C:15]2[N:20]=[CH:19][C:18]3[N:21]=[C:22]([CH3:27])[N:23]([CH:24]([CH3:26])[CH3:25])[C:17]=3[CH:16]=2)[CH:11]=[CH:10][N:9]=1)[C:3]([NH2:29])=[O:5]. The catalyst class is: 405. (2) Reactant: [CH3:1][C:2]1([CH3:20])[C:6]([CH3:8])([CH3:7])[O:5][B:4]([C:9]2[CH:14]=[CH:13][C:12]([OH:15])=[C:11]([C:16]([F:19])([F:18])[F:17])[CH:10]=2)[O:3]1.C([O-])([O-])=O.[Cs+].[Cs+].[CH2:27]([O:29][C:30](=[O:35])[CH2:31][CH2:32][CH2:33]Br)[CH3:28]. Product: [CH2:27]([O:29][C:30](=[O:35])[CH2:31][CH2:32][CH2:33][O:15][C:12]1[CH:13]=[CH:14][C:9]([B:4]2[O:3][C:2]([CH3:20])([CH3:1])[C:6]([CH3:7])([CH3:8])[O:5]2)=[CH:10][C:11]=1[C:16]([F:18])([F:19])[F:17])[CH3:28]. The catalyst class is: 3.